From a dataset of NCI-60 drug combinations with 297,098 pairs across 59 cell lines. Regression. Given two drug SMILES strings and cell line genomic features, predict the synergy score measuring deviation from expected non-interaction effect. Drug 1: CC1=C(C=C(C=C1)NC2=NC=CC(=N2)N(C)C3=CC4=NN(C(=C4C=C3)C)C)S(=O)(=O)N.Cl. Drug 2: C(CC(=O)O)C(=O)CN.Cl. Cell line: HCT-15. Synergy scores: CSS=2.21, Synergy_ZIP=1.13, Synergy_Bliss=0.654, Synergy_Loewe=-1.58, Synergy_HSA=-1.91.